This data is from Forward reaction prediction with 1.9M reactions from USPTO patents (1976-2016). The task is: Predict the product of the given reaction. (1) Given the reactants C([O:5][C:6]([C@@H:8]1[CH2:10][C@H:9]1[C:11]1[CH:21]=[CH:20][C:14]([C:15]([O:17][CH2:18][CH3:19])=[O:16])=[CH:13][CH:12]=1)=[O:7])(C)(C)C.C(O)(C(F)(F)F)=O.O, predict the reaction product. The product is: [CH2:18]([O:17][C:15]([C:14]1[CH:20]=[CH:21][C:11]([C@@H:9]2[CH2:10][C@H:8]2[C:6]([OH:7])=[O:5])=[CH:12][CH:13]=1)=[O:16])[CH3:19]. (2) Given the reactants [F:1][C:2]1[CH:3]=[C:4]([CH:8]=[CH:9][C:10]=1[OH:11])[C:5]([OH:7])=[O:6].[F:12][C:13]1[CH:20]=[CH:19][C:16]([CH2:17]Br)=[CH:15][CH:14]=1.C(=O)([O-])[O-].[K+].[K+], predict the reaction product. The product is: [F:12][C:13]1[CH:20]=[CH:19][C:16]([CH2:17][O:6][C:5](=[O:7])[C:4]2[CH:8]=[CH:9][C:10]([O:11][CH2:17][C:16]3[CH:19]=[CH:20][C:13]([F:12])=[CH:14][CH:15]=3)=[C:2]([F:1])[CH:3]=2)=[CH:15][CH:14]=1.